Dataset: Full USPTO retrosynthesis dataset with 1.9M reactions from patents (1976-2016). Task: Predict the reactants needed to synthesize the given product. (1) The reactants are: [C:1]([C:5]1[CH:43]=[CH:42][C:8]([C:9]([N:11]2[C@@H:15]([C:16]3[CH:21]=[CH:20][C:19]([N:22]([CH3:24])[CH3:23])=[CH:18][CH:17]=3)[C@@H:14]([C:25]3[CH:30]=[N:29][CH:28]=[CH:27][N:26]=3)[CH2:13][C@@:12]2([CH2:38][CH:39]([CH3:41])[CH3:40])[C:31]([O:33]C(C)(C)C)=[O:32])=[O:10])=[CH:7][CH:6]=1)([CH3:4])([CH3:3])[CH3:2].C(O)(C(F)(F)F)=O. Given the product [C:1]([C:5]1[CH:6]=[CH:7][C:8]([C:9]([N:11]2[C@@H:15]([C:16]3[CH:21]=[CH:20][C:19]([N:22]([CH3:24])[CH3:23])=[CH:18][CH:17]=3)[C@@H:14]([C:25]3[CH:30]=[N:29][CH:28]=[CH:27][N:26]=3)[CH2:13][C@@:12]2([CH2:38][CH:39]([CH3:40])[CH3:41])[C:31]([OH:33])=[O:32])=[O:10])=[CH:42][CH:43]=1)([CH3:3])([CH3:2])[CH3:4], predict the reactants needed to synthesize it. (2) The reactants are: C([O-])=O.[NH4+].Cl[C:6]1[NH:7][C:8]([CH3:16])=[CH:9][C:10]=1[C:11]([O:13][CH2:14][CH3:15])=[O:12]. Given the product [CH3:16][C:8]1[NH:7][CH:6]=[C:10]([C:11]([O:13][CH2:14][CH3:15])=[O:12])[CH:9]=1, predict the reactants needed to synthesize it.